From a dataset of Peptide-MHC class I binding affinity with 185,985 pairs from IEDB/IMGT. Regression. Given a peptide amino acid sequence and an MHC pseudo amino acid sequence, predict their binding affinity value. This is MHC class I binding data. (1) The peptide sequence is MFLTSVINR. The MHC is HLA-A68:01 with pseudo-sequence HLA-A68:01. The binding affinity (normalized) is 0.729. (2) The peptide sequence is TTGIGYQPY. The MHC is HLA-A30:02 with pseudo-sequence HLA-A30:02. The binding affinity (normalized) is 0.380. (3) The peptide sequence is ITRKEAEQF. The MHC is HLA-B39:01 with pseudo-sequence HLA-B39:01. The binding affinity (normalized) is 0.0847. (4) The peptide sequence is IEVKDTKEAL. The MHC is HLA-B08:01 with pseudo-sequence HLA-B08:01. The binding affinity (normalized) is 0.0847. (5) The binding affinity (normalized) is 0.159. The peptide sequence is LMIIPLINV. The MHC is HLA-A31:01 with pseudo-sequence HLA-A31:01.